From a dataset of Forward reaction prediction with 1.9M reactions from USPTO patents (1976-2016). Predict the product of the given reaction. (1) Given the reactants [CH:1]1([CH2:6][CH2:7][C:8]([N:10]([CH2:25][C:26]2[CH:31]=[CH:30][C:29]([C:32]#[C:33][C:34]3[CH:39]=[CH:38][C:37]([F:40])=[CH:36][CH:35]=3)=[CH:28][CH:27]=2)[CH:11]2[C:20]3[CH:19]=[C:18]([C:21]([O:23]C)=[O:22])[CH:17]=[CH:16][C:15]=3[CH2:14][CH2:13][CH2:12]2)=[O:9])[CH2:5][CH2:4][CH2:3][CH2:2]1.[Li+].[OH-], predict the reaction product. The product is: [CH:1]1([CH2:6][CH2:7][C:8]([N:10]([CH2:25][C:26]2[CH:27]=[CH:28][C:29]([C:32]#[C:33][C:34]3[CH:39]=[CH:38][C:37]([F:40])=[CH:36][CH:35]=3)=[CH:30][CH:31]=2)[CH:11]2[C:20]3[CH:19]=[C:18]([C:21]([OH:23])=[O:22])[CH:17]=[CH:16][C:15]=3[CH2:14][CH2:13][CH2:12]2)=[O:9])[CH2:2][CH2:3][CH2:4][CH2:5]1. (2) Given the reactants [F:1][C:2]1[C:10]([F:11])=[CH:9][C:5]([C:6]([NH2:8])=O)=[C:4]([N+:12]([O-:14])=[O:13])[CH:3]=1.CCN(CC)CC, predict the reaction product. The product is: [F:1][C:2]1[C:10]([F:11])=[CH:9][C:5]([C:6]#[N:8])=[C:4]([N+:12]([O-:14])=[O:13])[CH:3]=1.